Dataset: Forward reaction prediction with 1.9M reactions from USPTO patents (1976-2016). Task: Predict the product of the given reaction. (1) Given the reactants Br[C:2]1[CH:3]=[CH:4][CH:5]=[C:6]2[C:11]=1[N:10]=[C:9]([Cl:12])[N:8]=[C:7]2[N:13]1[CH2:18][CH2:17][O:16][CH2:15][CH2:14]1.[F:19][C:20]1[CH:25]=[CH:24][C:23](B(O)O)=[CH:22][N:21]=1.C(=O)([O-])[O-].[Na+].[Na+].CN(C=O)C, predict the reaction product. The product is: [Cl:12][C:9]1[N:8]=[C:7]([N:13]2[CH2:18][CH2:17][O:16][CH2:15][CH2:14]2)[C:6]2[C:11](=[C:2]([C:23]3[CH:22]=[N:21][C:20]([F:19])=[CH:25][CH:24]=3)[CH:3]=[CH:4][CH:5]=2)[N:10]=1. (2) Given the reactants C([O-])([O-])=O.[Na+].[Na+].[Br:7][C:8]1[CH:9]=[CH:10][C:11](I)=[N:12][CH:13]=1.[Cl:15][C:16]1[CH:21]=[CH:20][C:19](OB(O)O)=[CH:18][CH:17]=1, predict the reaction product. The product is: [Br:7][C:8]1[CH:9]=[CH:10][C:11]([C:19]2[CH:20]=[CH:21][C:16]([Cl:15])=[CH:17][CH:18]=2)=[N:12][CH:13]=1. (3) Given the reactants Cl.[NH2:2][OH:3].[OH-].[K+].NO.[CH3:8][C:9]1[C:13]2[CH2:14][N:15]([C:18]([C:20]3[N:21]([CH3:25])[CH:22]=[CH:23][CH:24]=3)=[O:19])[CH2:16][CH2:17][C:12]=2[S:11][C:10]=1[C:26]([O:28]CC)=O.C(O)=O, predict the reaction product. The product is: [OH:3][NH:2][C:26]([C:10]1[S:11][C:12]2[CH2:17][CH2:16][N:15]([C:18]([C:20]3[N:21]([CH3:25])[CH:22]=[CH:23][CH:24]=3)=[O:19])[CH2:14][C:13]=2[C:9]=1[CH3:8])=[O:28]. (4) Given the reactants C(OC(N1CCC(C(O)=O)CC1)=O)C1C=CC=CC=1.O=S(Cl)Cl.C(N)CN.C(OC([N:38]1[CH2:43][CH2:42][CH:41]([C:44](=[O:51])[NH:45][C:46]2[NH:47][CH2:48][CH2:49][N:50]=2)[CH2:40][CH2:39]1)=O)C1C=CC=CC=1.[CH3:52][C:53]([O:56][C:57](O[C:57]([O:56][C:53]([CH3:55])([CH3:54])[CH3:52])=[O:58])=[O:58])([CH3:55])[CH3:54].CCN(C(C)C)C(C)C, predict the reaction product. The product is: [C:53]([O:56][C:57](=[O:58])[N:45]([C:46]1[NH:47][CH2:48][CH2:49][N:50]=1)[C:44]([CH:41]1[CH2:40][CH2:39][NH:38][CH2:43][CH2:42]1)=[O:51])([CH3:55])([CH3:54])[CH3:52]. (5) Given the reactants [CH3:1][N:2]1[CH2:7][CH2:6][N:5]([CH2:8][C:9]2[CH:17]=[CH:16][C:12]([C:13](O)=[O:14])=[CH:11][C:10]=2[C:18]([F:21])([F:20])[F:19])[CH2:4][CH2:3]1.CN(C(ON1N=NC2C=CC=NC1=2)=[N+](C)C)C.F[P-](F)(F)(F)(F)F.[CH3:46][O:47][C:48]([C:50]1[NH:75][C:53]2=[N:54][CH:55]=[C:56]([CH2:58][N:59]([C:68]([O:70][C:71]([CH3:74])([CH3:73])[CH3:72])=[O:69])[CH2:60][C:61]3[CH:66]=[CH:65][CH:64]=[C:63]([NH2:67])[CH:62]=3)[CH:57]=[C:52]2[CH:51]=1)=[O:49].CCN(C(C)C)C(C)C, predict the reaction product. The product is: [CH3:46][O:47][C:48]([C:50]1[NH:75][C:53]2=[N:54][CH:55]=[C:56]([CH2:58][N:59]([C:68]([O:70][C:71]([CH3:72])([CH3:74])[CH3:73])=[O:69])[CH2:60][C:61]3[CH:66]=[CH:65][CH:64]=[C:63]([NH:67][C:13](=[O:14])[C:12]4[CH:16]=[CH:17][C:9]([CH2:8][N:5]5[CH2:4][CH2:3][N:2]([CH3:1])[CH2:7][CH2:6]5)=[C:10]([C:18]([F:21])([F:19])[F:20])[CH:11]=4)[CH:62]=3)[CH:57]=[C:52]2[CH:51]=1)=[O:49]. (6) Given the reactants [NH2:1][C:2]1[C:7]([CH3:8])=[CH:6][C:5]([Br:9])=[CH:4][N:3]=1.[CH2:10](OC(OCC)CBr)[CH3:11].Br.C([O-])(O)=O.[Na+], predict the reaction product. The product is: [Br:9][C:5]1[CH:6]=[C:7]([CH3:8])[C:2]2[N:3]([CH:10]=[CH:11][N:1]=2)[CH:4]=1. (7) The product is: [C:12]([N:8]1[C:4]2=[N:5][CH:6]=[N:7][C:2]([NH2:1])=[C:3]2[C:10]([O:11][C:17]2[C:26]3[C:21](=[CH:22][CH:23]=[CH:24][CH:25]=3)[CH:20]=[CH:19][N:18]=2)=[N:9]1)([CH3:15])([CH3:14])[CH3:13]. Given the reactants [NH2:1][C:2]1[N:7]=[CH:6][N:5]=[C:4]2[N:8]([C:12]([CH3:15])([CH3:14])[CH3:13])[N:9]=[C:10]([OH:11])[C:3]=12.Cl[C:17]1[C:26]2[C:21](=[CH:22][CH:23]=[CH:24][CH:25]=2)[CH:20]=[CH:19][N:18]=1.C(=O)([O-])[O-].[K+].[K+].O, predict the reaction product. (8) Given the reactants C(OC([NH:8][C@H:9]([CH2:29][C:30]1[CH:35]=[CH:34][C:33]([O:36][CH3:37])=[CH:32][CH:31]=1)[C:10]([N:12]1[CH2:17][CH2:16][C:15]([CH:23]2[CH2:28][CH2:27][CH2:26][CH2:25][CH2:24]2)([C:18]([O:20][CH2:21][CH3:22])=[O:19])[CH2:14][CH2:13]1)=[O:11])=O)(C)(C)C.FC(F)(F)C(O)=O, predict the reaction product. The product is: [NH2:8][C@H:9]([CH2:29][C:30]1[CH:35]=[CH:34][C:33]([O:36][CH3:37])=[CH:32][CH:31]=1)[C:10]([N:12]1[CH2:17][CH2:16][C:15]([CH:23]2[CH2:28][CH2:27][CH2:26][CH2:25][CH2:24]2)([C:18]([O:20][CH2:21][CH3:22])=[O:19])[CH2:14][CH2:13]1)=[O:11]. (9) Given the reactants [C:1]([C:3]1[CH:4]=[C:5]2[C:10](=[CH:11][C:12]=1[O:13][C:14]1[CH:22]=[CH:21][C:17]([C:18](O)=[O:19])=[CH:16][CH:15]=1)[O:9][CH2:8][CH2:7][CH:6]2[C:23]([O:25][CH3:26])=[O:24])#[N:2].[C:27]([C:31]1[CH:32]=[C:33]([CH:35]=[CH:36][CH:37]=1)[NH2:34])([CH3:30])([CH3:29])[CH3:28].Cl.CN(C)CCCN=C=NCC.ON1C2N=CC=CC=2N=N1, predict the reaction product. The product is: [C:27]([C:31]1[CH:32]=[C:33]([NH:34][C:18]([C:17]2[CH:16]=[CH:15][C:14]([O:13][C:12]3[CH:11]=[C:10]4[C:5]([CH:6]([C:23]([O:25][CH3:26])=[O:24])[CH2:7][CH2:8][O:9]4)=[CH:4][C:3]=3[C:1]#[N:2])=[CH:22][CH:21]=2)=[O:19])[CH:35]=[CH:36][CH:37]=1)([CH3:30])([CH3:28])[CH3:29]. (10) Given the reactants [OH-].[Na+].[NH2:3][C:4]1[C:5]2[C:12]([Br:13])=[CH:11][N:10]([C@@H:14]3O[C@H:17]([CH:19]=[O:20])[C@@H:16]([O:21][Si:22]([C:25]([CH3:28])([CH3:27])[CH3:26])([CH3:24])[CH3:23])[CH2:15]3)[C:6]=2[N:7]=[CH:8][N:9]=1.[CH2:29]=O.[BH4-].[Na+].[O:33]1CCOC[CH2:34]1, predict the reaction product. The product is: [NH2:3][C:4]1[C:5]2[C:12]([Br:13])=[CH:11][N:10]([C@@H:14]3[CH2:29][C:17]([CH2:34][OH:33])([CH2:19][OH:20])[C@@H:16]([O:21][Si:22]([C:25]([CH3:26])([CH3:27])[CH3:28])([CH3:24])[CH3:23])[CH2:15]3)[C:6]=2[N:7]=[CH:8][N:9]=1.